This data is from Catalyst prediction with 721,799 reactions and 888 catalyst types from USPTO. The task is: Predict which catalyst facilitates the given reaction. (1) Reactant: [CH3:1][O:2][C:3]1[CH:8]=[CH:7][C:6]([C:9](=[O:11])[CH3:10])=[CH:5][N:4]=1.[N:12](OC(C)(C)C)=[O:13].CC([O-])(C)C.[K+].Cl. Product: [CH3:1][O:2][C:3]1[N:4]=[CH:5][C:6]([C:9](=[O:11])/[CH:10]=[N:12]/[OH:13])=[CH:7][CH:8]=1. The catalyst class is: 249. (2) Reactant: [Cl:1][C:2]1[CH:3]=[C:4]2[C:8](=[CH:9][CH:10]=1)[NH:7][CH:6]=[C:5]2[CH2:11][CH2:12][NH:13][C:14](=[O:23])[C:15]1[CH:20]=[CH:19][C:18]([CH2:21]Cl)=[CH:17][CH:16]=1.[Cl:24][C:25]1[CH:26]=[C:27](B(O)O)[CH:28]=[CH:29][CH:30]=1.C(=O)([O-])[O-].[Na+].[Na+].[I-].[Na+]. Product: [Cl:1][C:2]1[CH:3]=[C:4]2[C:8](=[CH:9][CH:10]=1)[NH:7][CH:6]=[C:5]2[CH2:11][CH2:12][NH:13][C:14](=[O:23])[C:15]1[CH:20]=[CH:19][C:18]([CH2:21][C:29]2[CH:28]=[CH:27][CH:26]=[C:25]([Cl:24])[CH:30]=2)=[CH:17][CH:16]=1. The catalyst class is: 437. (3) Reactant: Br[C:2]1[CH:7]=[CH:6][C:5]([N:8]([C:13]2[C:32]([CH:33]3[CH2:35][CH2:34]3)=[CH:31][C:16]3[C:17]([C:27]([NH:29][CH3:30])=[O:28])=[C:18]([C:20]4[CH:25]=[CH:24][C:23]([Cl:26])=[CH:22][CH:21]=4)[O:19][C:15]=3[CH:14]=2)[S:9]([CH3:12])(=[O:11])=[O:10])=[CH:4][C:3]=1[C:36]#[N:37].C([O-])(=O)C.[K+].[B:43]1([B:43]2[O:47][C:46]([CH3:49])([CH3:48])[C:45]([CH3:51])([CH3:50])[O:44]2)[O:47][C:46]([CH3:49])([CH3:48])[C:45]([CH3:51])([CH3:50])[O:44]1.B(O)O. Product: [Cl:26][C:23]1[CH:24]=[CH:25][C:20]([C:18]2[O:19][C:15]3[CH:14]=[C:13]([N:8]([C:5]4[CH:6]=[CH:7][C:2]([B:43]5[O:47][C:46]([CH3:49])([CH3:48])[C:45]([CH3:51])([CH3:50])[O:44]5)=[C:3]([C:36]#[N:37])[CH:4]=4)[S:9]([CH3:12])(=[O:11])=[O:10])[C:32]([CH:33]4[CH2:34][CH2:35]4)=[CH:31][C:16]=3[C:17]=2[C:27]([NH:29][CH3:30])=[O:28])=[CH:21][CH:22]=1. The catalyst class is: 368. (4) Reactant: [O:1]1[CH2:6][CH2:5][CH:4]([C:7]2[CH:8]=[C:9]3[C:13](=[CH:14][CH:15]=2)[CH2:12][N:11]([C:16]([C:18]2[CH:23]=[CH:22][CH:21]=[CH:20][C:19]=2[O:24][C@@H:25]([CH3:30])[C:26]([F:29])([F:28])[F:27])=[O:17])[CH2:10]3)[CH2:3][CH2:2]1.[Cl:31][S:32](O)(=[O:34])=[O:33]. Product: [O:1]1[CH2:6][CH2:5][CH:4]([C:7]2[CH:8]=[C:9]3[C:13](=[CH:14][CH:15]=2)[CH2:12][N:11]([C:16]([C:18]2[CH:23]=[C:22]([S:32]([Cl:31])(=[O:34])=[O:33])[CH:21]=[CH:20][C:19]=2[O:24][C@@H:25]([CH3:30])[C:26]([F:29])([F:27])[F:28])=[O:17])[CH2:10]3)[CH2:3][CH2:2]1. The catalyst class is: 26. (5) Reactant: Cl.[C:2]([O:6][C:7]([N:9]1[CH2:15][CH2:14][C:13]2[C:16]([CH2:21][S:22][C:23](=[NH:25])[NH2:24])=[C:17]([Cl:20])[CH:18]=[CH:19][C:12]=2[CH2:11][CH2:10]1)=[O:8])([CH3:5])([CH3:4])[CH3:3].C[O-].[Na+].[C:29]([S-:31])#[N:30].[K+].BrBr. Product: [NH2:30][C:29]1[S:31][N:24]=[C:23]([S:22][CH2:21][C:16]2[C:13]3[CH2:14][CH2:15][N:9]([C:7]([O:6][C:2]([CH3:5])([CH3:3])[CH3:4])=[O:8])[CH2:10][CH2:11][C:12]=3[CH:19]=[CH:18][C:17]=2[Cl:20])[N:25]=1. The catalyst class is: 5. (6) Reactant: [NH2:1][C:2]1[CH:9]=[CH:8][C:5]([C:6]#[N:7])=[C:4]([Cl:10])[CH:3]=1.C(N(CC)C(C)C)(C)C.[CH3:20][S:21](Cl)(=[O:23])=[O:22]. Product: [Cl:10][C:4]1[CH:3]=[C:2]([NH:1][S:21]([CH3:20])(=[O:23])=[O:22])[CH:9]=[CH:8][C:5]=1[C:6]#[N:7]. The catalyst class is: 4. (7) Reactant: [Br:1][C:2]1[S:6][CH:5]=[C:4]([C:7]([O:9]C)=[O:8])[C:3]=1[CH3:11].[OH-].[Na+]. Product: [Br:1][C:2]1[S:6][CH:5]=[C:4]([C:7]([OH:9])=[O:8])[C:3]=1[CH3:11]. The catalyst class is: 5. (8) Reactant: [CH2:1]([N:7]([CH3:27])[C:8]([CH:10]1[CH2:14][CH:13]([OH:15])[CH2:12][CH:11]1[C:16]([NH:18][C:19]1([C:24]([OH:26])=[O:25])[CH2:21][CH:20]1[CH:22]=[CH2:23])=[O:17])=[O:9])[CH2:2][CH2:3][CH2:4][CH:5]=[CH2:6].[H-].[Na+].Cl[C:31]1[C:40]2[C:35](=[CH:36][C:37](OC)=[CH:38][CH:39]=2)[N:34]=[C:33]([C:43]2[S:44][CH:45]=[C:46]([CH:48]([CH3:50])[CH3:49])[N:47]=2)[N:32]=1.Cl. Product: [CH2:1]([N:7]([CH3:27])[C:8]([CH:10]1[CH2:14][CH:13]([O:15][C:31]2[C:40]3[C:35](=[CH:36][CH:37]=[CH:38][CH:39]=3)[N:34]=[C:33]([C:43]3[S:44][CH:45]=[C:46]([CH:48]([CH3:50])[CH3:49])[N:47]=3)[N:32]=2)[CH2:12][CH:11]1[C:16]([NH:18][C:19]1([C:24]([OH:26])=[O:25])[CH2:21][CH:20]1[CH:22]=[CH2:23])=[O:17])=[O:9])[CH2:2][CH2:3][CH2:4][CH:5]=[CH2:6]. The catalyst class is: 49. (9) Reactant: C([O-])([O-])=O.[K+].[K+].Br[CH2:8][C:9]([O:11][C:12]([CH3:15])([CH3:14])[CH3:13])=[O:10].[CH2:16]([O:18][C:19](=[O:44])[C:20]1([CH2:43][CH2:42][CH2:41][CH2:40]1)[NH:21][S:22]([C:25]1[CH:34]=[C:33]2[C:28]([C:29]([Cl:39])=[CH:30][N:31]=[C:32]2[NH:35][C:36]([NH2:38])=[NH:37])=[CH:27][CH:26]=1)(=[O:24])=[O:23])[CH3:17]. Product: [CH2:16]([O:18][C:19](=[O:44])[C:20]1([CH2:40][CH2:41][CH2:42][CH2:43]1)[N:21]([CH2:8][C:9]([O:11][C:12]([CH3:15])([CH3:14])[CH3:13])=[O:10])[S:22]([C:25]1[CH:34]=[C:33]2[C:28]([C:29]([Cl:39])=[CH:30][N:31]=[C:32]2[NH:35][C:36]([NH2:38])=[NH:37])=[CH:27][CH:26]=1)(=[O:23])=[O:24])[CH3:17]. The catalyst class is: 31. (10) Product: [F:16][C:12]([F:17])([CH:13]([F:15])[F:14])[CH2:11][C:25]1[CH:26]=[CH:27][CH:20]=[CH:21][C:22]=1[CH:23]=[O:24]. The catalyst class is: 3. Reactant: C1(C)C=CC(S(O[CH2:11][C:12]([F:17])([F:16])[CH:13]([F:15])[F:14])(=O)=O)=CC=1.O[C:20]1[CH:21]=[C:22]([CH:25]=[CH:26][CH:27]=1)[CH:23]=[O:24].C(=O)([O-])[O-].[K+].[K+].